This data is from Catalyst prediction with 721,799 reactions and 888 catalyst types from USPTO. The task is: Predict which catalyst facilitates the given reaction. (1) Reactant: [CH3:1][O:2][CH:3]([O:20][CH3:21])[CH2:4][N:5](C(OCC1C=CC=CC=1)=O)[CH2:6][C:7]([OH:9])=[O:8]. Product: [CH3:21][O:20][CH:3]([O:2][CH3:1])[CH2:4][NH:5][CH2:6][C:7]([OH:9])=[O:8]. The catalyst class is: 123. (2) Reactant: [C:1]([C:5]1[CH:32]=[CH:31][CH:30]=[CH:29][C:6]=1[O:7][CH2:8][CH2:9][N:10]([CH3:28])[C:11]([C:13]1[C:14]2[CH2:20][N:19](C(OC(C)(C)C)=O)[CH2:18][C:15]=2[NH:16][N:17]=1)=[O:12])([CH3:4])([CH3:3])[CH3:2].[ClH:33]. Product: [ClH:33].[C:1]([C:5]1[CH:32]=[CH:31][CH:30]=[CH:29][C:6]=1[O:7][CH2:8][CH2:9][N:10]([CH3:28])[C:11]([C:13]1[C:14]2[CH2:20][NH:19][CH2:18][C:15]=2[NH:16][N:17]=1)=[O:12])([CH3:4])([CH3:2])[CH3:3]. The catalyst class is: 158. (3) Reactant: Br[C:2]1[C:3]([C@@H:8]([NH:19]C(=O)OC(C)(C)C)[C:9]2[CH:14]=[CH:13][C:12]([C:15]([F:18])([F:17])[F:16])=[CH:11][CH:10]=2)=[N:4][CH:5]=[CH:6][CH:7]=1.C([Sn](CCCC)(CCCC)[C:32]1[CH:37]=[CH:36][CH:35]=[CH:34][N:33]=1)CCC.[ClH:46]. Product: [ClH:46].[ClH:46].[N:33]1[CH:34]=[CH:35][CH:36]=[CH:37][C:32]=1[C:2]1[C:3]([C@H:8]([C:9]2[CH:10]=[CH:11][C:12]([C:15]([F:16])([F:17])[F:18])=[CH:13][CH:14]=2)[NH2:19])=[N:4][CH:5]=[CH:6][CH:7]=1. The catalyst class is: 77. (4) Reactant: [C:1]([C:4]1[CH:5]=[C:6]2[C:14](=[CH:15][CH:16]=1)[N:13]([CH2:17][C:18]1[CH:23]=[CH:22][CH:21]=[C:20]([F:24])[CH:19]=1)[C:12]1[CH2:11][CH2:10][C@@H:9]([NH:25][C:26](=[O:30])[CH:27]([CH3:29])[CH3:28])[CH2:8][C:7]2=1)(=[O:3])[CH3:2].CO[CH:33](OC)[N:34](C)C.Cl.NO. Product: [F:24][C:20]1[CH:19]=[C:18]([CH:23]=[CH:22][CH:21]=1)[CH2:17][N:13]1[C:12]2[CH2:11][CH2:10][C@@H:9]([NH:25][C:26](=[O:30])[CH:27]([CH3:28])[CH3:29])[CH2:8][C:7]=2[C:6]2[C:14]1=[CH:15][CH:16]=[C:4]([C:1]1[O:3][N:34]=[CH:33][CH:2]=1)[CH:5]=2. The catalyst class is: 38. (5) Reactant: [Cl:1][C:2]1[CH:7]=[C:6]2[NH:8][C:9](=[O:41])[C:10]3([CH:15]([C:16]4[CH:21]=[C:20]([Cl:22])[CH:19]=[CH:18][C:17]=4[O:23][CH2:24][C:25]([C:28]([O:30]C)=[O:29])([CH3:27])[CH3:26])[CH2:14][C:13](=[O:32])[NH:12][CH:11]3[C:33]3[CH:38]=[C:37]([F:39])[CH:36]=[CH:35][C:34]=3[CH3:40])[C:5]2=[CH:4][CH:3]=1.[OH-].[Na+].O. Product: [Cl:1][C:2]1[CH:7]=[C:6]2[NH:8][C:9](=[O:41])[C:10]3([CH:15]([C:16]4[CH:21]=[C:20]([Cl:22])[CH:19]=[CH:18][C:17]=4[O:23][CH2:24][C:25]([C:28]([OH:30])=[O:29])([CH3:27])[CH3:26])[CH2:14][C:13](=[O:32])[NH:12][CH:11]3[C:33]3[CH:38]=[C:37]([F:39])[CH:36]=[CH:35][C:34]=3[CH3:40])[C:5]2=[CH:4][CH:3]=1. The catalyst class is: 5. (6) Reactant: [OH-].[Na+].[N+](C1C=CC(C([O:12][CH2:13][C@:14]([OH:23])([CH3:22])[CH2:15][N:16]2[CH:20]=[C:19]([I:21])[CH:18]=[N:17]2)=O)=CC=1)([O-])=O. Product: [I:21][C:19]1[CH:18]=[N:17][N:16]([CH2:15][C@:14]([CH3:22])([OH:23])[CH2:13][OH:12])[CH:20]=1. The catalyst class is: 10. (7) Reactant: F[C:2]1[C:7]([N:8]2[CH2:13][CH2:12][O:11][CH2:10][CH2:9]2)=[CH:6][CH:5]=[CH:4][N:3]=1.[NH2:14][C:15]1[CH:20]=[CH:19][C:18]([OH:21])=[CH:17][CH:16]=1.C(=O)([O-])[O-].[Cs+].[Cs+]. Product: [O:11]1[CH2:12][CH2:13][N:8]([C:7]2[C:2]([O:21][C:18]3[CH:19]=[CH:20][C:15]([NH2:14])=[CH:16][CH:17]=3)=[N:3][CH:4]=[CH:5][CH:6]=2)[CH2:9][CH2:10]1. The catalyst class is: 16. (8) Reactant: C1COCC1.[F:6][C:7]1[CH:8]=[C:9]([CH:13]=[CH:14][C:15]=1[F:16])[C:10](Cl)=[O:11].Cl.[CH3:18][CH:19]1[CH2:23][CH2:22][CH2:21][CH:20]1[NH2:24].C(N(CC)CC)C. Product: [CH3:18][CH:19]1[CH2:23][CH2:22][CH2:21][CH:20]1[NH:24][C:10](=[O:11])[C:9]1[CH:13]=[CH:14][C:15]([F:16])=[C:7]([F:6])[CH:8]=1. The catalyst class is: 13. (9) Reactant: [Cl:1][CH2:2][CH2:3][CH2:4][OH:5].[O:6]1[CH:11]=[CH:10][CH2:9][CH2:8][CH2:7]1. Product: [Cl:1][CH2:2][CH2:3][CH2:4][O:5][CH:7]1[CH2:8][CH2:9][CH2:10][CH2:11][O:6]1. The catalyst class is: 81.